This data is from Forward reaction prediction with 1.9M reactions from USPTO patents (1976-2016). The task is: Predict the product of the given reaction. (1) Given the reactants [N:1]1([CH:7]2[CH2:12][CH2:11][N:10]([C:13](=[O:54])[CH:14]([NH:34][C:35]([N:37]3[CH2:42][CH2:41][CH:40]([N:43]4[CH2:52][C:51]5[C:46](=[CH:47][CH:48]=[CH:49][CH:50]=5)[NH:45][C:44]4=[O:53])[CH2:39][CH2:38]3)=[O:36])[CH2:15][C:16]3[CH:17]=[C:18]4[C:22](=[CH:23][CH:24]=3)[N:21](S(CC[Si](C)(C)C)(=O)=O)[CH:20]=[CH:19]4)[CH2:9][CH2:8]2)[CH2:6][CH2:5][CH2:4][CH2:3][CH2:2]1.[F-].[Cs+], predict the reaction product. The product is: [N:1]1([CH:7]2[CH2:12][CH2:11][N:10]([C:13](=[O:54])[CH:14]([NH:34][C:35]([N:37]3[CH2:42][CH2:41][CH:40]([N:43]4[CH2:52][C:51]5[C:46](=[CH:47][CH:48]=[CH:49][CH:50]=5)[NH:45][C:44]4=[O:53])[CH2:39][CH2:38]3)=[O:36])[CH2:15][C:16]3[CH:17]=[C:18]4[C:22](=[CH:23][CH:24]=3)[NH:21][CH:20]=[CH:19]4)[CH2:9][CH2:8]2)[CH2:2][CH2:3][CH2:4][CH2:5][CH2:6]1. (2) Given the reactants [C:1]([NH:4][NH:5][C:6]([C:8]1[C:13]2[C:14]([O:36][CH3:37])=[N:15][N:16]([C:17]([C:30]3[CH:35]=[CH:34][CH:33]=[CH:32][CH:31]=3)([C:24]3[CH:29]=[CH:28][CH:27]=[CH:26][CH:25]=3)[C:18]3[CH:23]=[CH:22][CH:21]=[CH:20][CH:19]=3)[C:12]=2[CH:11]=[C:10]([Cl:38])[N:9]=1)=[O:7])(=O)[CH3:2].CC[N+](S(N=C(OC)[O-])(=O)=O)(CC)CC, predict the reaction product. The product is: [Cl:38][C:10]1[N:9]=[C:8]([C:6]2[O:7][C:1]([CH3:2])=[N:4][N:5]=2)[C:13]2[C:14]([O:36][CH3:37])=[N:15][N:16]([C:17]([C:24]3[CH:25]=[CH:26][CH:27]=[CH:28][CH:29]=3)([C:18]3[CH:19]=[CH:20][CH:21]=[CH:22][CH:23]=3)[C:30]3[CH:31]=[CH:32][CH:33]=[CH:34][CH:35]=3)[C:12]=2[CH:11]=1. (3) Given the reactants C1C=CC2N(O)N=NC=2C=1.CCN(C(C)C)C(C)C.[Cl:20][C:21]1[CH:29]=[CH:28][C:27]([Cl:30])=[CH:26][C:22]=1[C:23]([OH:25])=O.CCN=C=NCCCN(C)C.Cl.[C:43]([O:47][C:48](=[O:59])[NH:49][CH2:50][C:51](=[O:58])[N:52]1[CH2:57][CH2:56][NH:55][CH2:54][CH2:53]1)([CH3:46])([CH3:45])[CH3:44], predict the reaction product. The product is: [C:43]([O:47][C:48](=[O:59])[NH:49][CH2:50][C:51]([N:52]1[CH2:53][CH2:54][N:55]([C:23](=[O:25])[C:22]2[CH:26]=[C:27]([Cl:30])[CH:28]=[CH:29][C:21]=2[Cl:20])[CH2:56][CH2:57]1)=[O:58])([CH3:46])([CH3:44])[CH3:45]. (4) Given the reactants CS(O[CH2:6][CH2:7][CH2:8][N:9]1[CH2:13][CH2:12][N:11]([CH2:14][CH2:15][N:16]2[CH2:21][CH2:20][CH2:19][CH2:18][CH2:17]2)[C:10]1=[C:22]([C:25]#[N:26])[C:23]#[N:24])(=O)=O.[CH3:27][C@H:28]1[CH2:33][CH2:32][CH2:31][C@@H:30]([CH3:34])[NH:29]1.[I-].[K+].[C:37]([OH:44])(=[O:43])/[CH:38]=[CH:39]/[C:40]([OH:42])=[O:41].CO, predict the reaction product. The product is: [C:37]([OH:44])(=[O:43])/[CH:38]=[CH:39]/[C:40]([OH:42])=[O:41].[C:37]([OH:44])(=[O:43])/[CH:38]=[CH:39]/[C:40]([OH:42])=[O:41].[CH3:27][C@H:28]1[CH2:33][CH2:32][CH2:31][C@@H:30]([CH3:34])[N:29]1[CH2:6][CH2:7][CH2:8][N:9]1[CH2:13][CH2:12][N:11]([CH2:14][CH2:15][N:16]2[CH2:21][CH2:20][CH2:19][CH2:18][CH2:17]2)[C:10]1=[C:22]([C:25]#[N:26])[C:23]#[N:24]. (5) Given the reactants Cl[C:2]1[C:7]([C:8]([F:11])([F:10])[F:9])=[CH:6][N:5]=[C:4]([NH:12][C:13]2[CH:27]=[CH:26][C:16]([CH2:17][P:18](=[O:25])([O:22][CH2:23][CH3:24])[O:19][CH2:20][CH3:21])=[CH:15][CH:14]=2)[N:3]=1.[NH2:28][C:29]1[CH:30]=[CH:31][C:32]([Br:40])=[C:33]2[C:37]=1[C:36](=[O:38])[N:35]([CH3:39])[CH2:34]2, predict the reaction product. The product is: [Br:40][C:32]1[CH:31]=[CH:30][C:29]([NH:28][C:2]2[C:7]([C:8]([F:10])([F:11])[F:9])=[CH:6][N:5]=[C:4]([NH:12][C:13]3[CH:14]=[CH:15][C:16]([CH2:17][P:18](=[O:25])([O:19][CH2:20][CH3:21])[O:22][CH2:23][CH3:24])=[CH:26][CH:27]=3)[N:3]=2)=[C:37]2[C:33]=1[CH2:34][N:35]([CH3:39])[C:36]2=[O:38]. (6) Given the reactants [C:1]([NH:20][C:21]1[N:25]([CH2:26][CH2:27][O:28][C:29]2[N:34]=[CH:33][C:32]([NH2:35])=[CH:31][CH:30]=2)[N:24]=[CH:23][CH:22]=1)([C:14]1[CH:19]=[CH:18][CH:17]=[CH:16][CH:15]=1)([C:8]1[CH:13]=[CH:12][CH:11]=[CH:10][CH:9]=1)[C:2]1[CH:7]=[CH:6][CH:5]=[CH:4][CH:3]=1.[Cl:36][C:37]1[CH:45]=[CH:44][C:40]([C:41](O)=[O:42])=[C:39]([N:46]([CH3:48])[CH3:47])[CH:38]=1.O.ON1C2C=CC=CC=2N=N1.Cl.CN(C)CCCN=C=NCC, predict the reaction product. The product is: [Cl:36][C:37]1[CH:45]=[CH:44][C:40]([C:41]([NH:35][C:32]2[CH:33]=[N:34][C:29]([O:28][CH2:27][CH2:26][N:25]3[C:21]([NH:20][C:1]([C:14]4[CH:19]=[CH:18][CH:17]=[CH:16][CH:15]=4)([C:2]4[CH:3]=[CH:4][CH:5]=[CH:6][CH:7]=4)[C:8]4[CH:9]=[CH:10][CH:11]=[CH:12][CH:13]=4)=[CH:22][CH:23]=[N:24]3)=[CH:30][CH:31]=2)=[O:42])=[C:39]([N:46]([CH3:48])[CH3:47])[CH:38]=1. (7) Given the reactants [CH:1]1([N:7]2[C:10](=[O:11])[C:9]([CH3:13])([CH3:12])[NH:8]2)[CH2:6][CH2:5][CH2:4][CH2:3][CH2:2]1.[Cl:14][C:15]1[CH:22]=[CH:21][C:20]([F:23])=[CH:19][C:16]=1[CH2:17]Br, predict the reaction product. The product is: [Cl:14][C:15]1[CH:22]=[CH:21][C:20]([F:23])=[CH:19][C:16]=1[CH2:17][N:8]1[C:9]([CH3:13])([CH3:12])[C:10](=[O:11])[N:7]1[CH:1]1[CH2:2][CH2:3][CH2:4][CH2:5][CH2:6]1.